Dataset: Forward reaction prediction with 1.9M reactions from USPTO patents (1976-2016). Task: Predict the product of the given reaction. (1) Given the reactants [H-].[Al+3].[Li+].[H-].[H-].[H-].[CH2:7]([N:14]1[CH2:19][CH2:18][N:17]([C:20](OC(C)(C)C)=O)[CH2:16][CH:15]1[C:27](=O)[NH2:28])[C:8]1[CH:13]=[CH:12][CH:11]=[CH:10][CH:9]=1.[OH-].[Na+].S([O-])([O-])(=O)=O.[Na+].[Na+], predict the reaction product. The product is: [NH2:28][CH2:27][CH:15]1[CH2:16][N:17]([CH3:20])[CH2:18][CH2:19][N:14]1[CH2:7][C:8]1[CH:13]=[CH:12][CH:11]=[CH:10][CH:9]=1. (2) Given the reactants C([O-])([O-])=O.[Cs+].[Cs+].FC(S(O[C:15]1[CH:20]=[C:19]([C:21]2[CH:26]=[CH:25][CH:24]=[C:23]([O:27][CH3:28])[CH:22]=2)[N:18]=[C:17]([CH2:29][C:30]([N:32]2[CH2:37][CH2:36][O:35][CH2:34][CH2:33]2)=[O:31])[N:16]=1)(=O)=O)(F)F.[NH2:38][C:39]1[CH:40]=[N:41][CH:42]=[CH:43][CH:44]=1, predict the reaction product. The product is: [CH3:28][O:27][C:23]1[CH:22]=[C:21]([C:19]2[N:18]=[C:17]([CH2:29][C:30]([N:32]3[CH2:37][CH2:36][O:35][CH2:34][CH2:33]3)=[O:31])[N:16]=[C:15]([NH:38][C:39]3[CH:40]=[N:41][CH:42]=[CH:43][CH:44]=3)[CH:20]=2)[CH:26]=[CH:25][CH:24]=1. (3) Given the reactants CC(C)=O.OS(O)(=O)=O.O=[Cr](=O)=O.[CH2:14]([O:21][C:22]1[CH:27]=[C:26]([CH3:28])[C:25]([CH:29]2[C:33](=[O:34])[CH:32]=[CH:31][CH:30]2[OH:35])=[C:24]([CH3:36])[CH:23]=1)[C:15]1[CH:20]=[CH:19][CH:18]=[CH:17][CH:16]=1.CC(O)C, predict the reaction product. The product is: [CH2:14]([O:21][C:22]1[CH:27]=[C:26]([CH3:28])[C:25]([CH:29]2[C:30](=[O:35])[CH:31]=[CH:32][C:33]2=[O:34])=[C:24]([CH3:36])[CH:23]=1)[C:15]1[CH:16]=[CH:17][CH:18]=[CH:19][CH:20]=1. (4) Given the reactants [NH2:1][C:2]1[C:7]([CH2:8][NH:9][C:10]([NH:12][CH:13]2[CH2:18][CH2:17][CH2:16][CH2:15][CH2:14]2)=[O:11])=[C:6]([CH:19]2[CH2:24][CH2:23][CH2:22][N:21]([C:25]([O:27][C:28]([CH3:31])([CH3:30])[CH3:29])=[O:26])[CH2:20]2)[CH:5]=[C:4]([C:32]2[C:37]([OH:38])=[CH:36][CH:35]=[CH:34][C:33]=2[O:39][CH2:40][CH:41]2[CH2:43][CH2:42]2)[N:3]=1.C(N(CC)CC)C.Cl[C:52](Cl)([O:54]C(=O)OC(Cl)(Cl)Cl)Cl, predict the reaction product. The product is: [CH:13]1([NH:12][C:10]([N:9]2[CH2:8][C:7]3[C:6]([CH:19]4[CH2:24][CH2:23][CH2:22][N:21]([C:25]([O:27][C:28]([CH3:31])([CH3:30])[CH3:29])=[O:26])[CH2:20]4)=[CH:5][C:4]([C:32]4[C:37]([OH:38])=[CH:36][CH:35]=[CH:34][C:33]=4[O:39][CH2:40][CH:41]4[CH2:43][CH2:42]4)=[N:3][C:2]=3[NH:1][C:52]2=[O:54])=[O:11])[CH2:18][CH2:17][CH2:16][CH2:15][CH2:14]1.